This data is from Full USPTO retrosynthesis dataset with 1.9M reactions from patents (1976-2016). The task is: Predict the reactants needed to synthesize the given product. (1) The reactants are: [C:1]([O:5][C:6](=[O:28])[C:7]1[CH:12]=[CH:11][C:10]([N:13]2[CH2:18][CH2:17][N:16]([C:19]3[CH:24]=[CH:23][C:22]([C:25]([OH:27])=O)=[CH:21][CH:20]=3)[CH2:15][CH2:14]2)=[CH:9][CH:8]=1)([CH3:4])([CH3:3])[CH3:2].[C:29]([Cl:34])(=O)[C:30](Cl)=O.FC1C=[CH:41][C:40]([C:43]([F:46])([F:45])[F:44])=[CH:39][C:37]=1[NH2:38].C(N(CC)CC)C. Given the product [C:1]([O:5][C:6](=[O:28])[C:7]1[CH:8]=[CH:9][C:10]([N:13]2[CH2:18][CH2:17][N:16]([C:19]3[CH:24]=[CH:23][C:22]([C:25](=[O:27])[NH:38][C:37]4[CH:39]=[C:40]([C:43]([F:46])([F:45])[F:44])[CH:41]=[CH:30][C:29]=4[Cl:34])=[CH:21][CH:20]=3)[CH2:15][CH2:14]2)=[CH:11][CH:12]=1)([CH3:3])([CH3:2])[CH3:4], predict the reactants needed to synthesize it. (2) Given the product [Cl:1][C:2]1[S:6][C:5]([C:7]2[N:12]=[C:11]([NH:13][C:14]3[CH:19]=[CH:18][C:17]([B:20]([OH:24])[OH:21])=[CH:16][CH:15]=3)[C:10]([CH2:29][CH3:30])=[C:9]([CH3:31])[N:8]=2)=[CH:4][CH:3]=1, predict the reactants needed to synthesize it. The reactants are: [Cl:1][C:2]1[S:6][C:5]([C:7]2[N:12]=[C:11]([NH:13][C:14]3[CH:19]=[CH:18][C:17]([B:20]4[O:24]C(C)(C)C(C)(C)[O:21]4)=[CH:16][CH:15]=3)[C:10]([CH2:29][CH3:30])=[C:9]([CH3:31])[N:8]=2)=[CH:4][CH:3]=1.F.[F-].[K+].O. (3) Given the product [ClH:45].[C:33]1([CH:32]([C:39]2[CH:40]=[CH:41][CH:42]=[CH:43][CH:44]=2)[CH2:31][NH:30][C:9]2[N:8]=[C:7]([N:4]3[CH2:5][CH2:6][C@@H:2]([NH:1][C:70]([NH:72][CH2:73][C:74]4[CH:79]=[CH:78][CH:77]=[CH:76][N:75]=4)=[O:71])[CH2:3]3)[N:15]=[C:14]3[C:10]=2[N:11]=[CH:12][N:13]3[C@@H:16]2[CH2:20][C@H:19]([N:21]3[N:25]=[C:24]([CH2:26][CH3:27])[CH:23]=[N:22]3)[C@@H:18]([OH:28])[C@H:17]2[OH:29])[CH:34]=[CH:35][CH:36]=[CH:37][CH:38]=1, predict the reactants needed to synthesize it. The reactants are: [NH2:1][C@@H:2]1[CH2:6][CH2:5][N:4]([C:7]2[N:15]=[C:14]3[C:10]([N:11]=[CH:12][N:13]3[C@@H:16]3[CH2:20][C@H:19]([N:21]4[N:25]=[C:24]([CH2:26][CH3:27])[CH:23]=[N:22]4)[C@@H:18]([OH:28])[C@H:17]3[OH:29])=[C:9]([NH:30][CH2:31][CH:32]([C:39]3[CH:44]=[CH:43][CH:42]=[CH:41][CH:40]=3)[C:33]3[CH:38]=[CH:37][CH:36]=[CH:35][CH:34]=3)[N:8]=2)[CH2:3]1.[ClH:45].C1(C(C2C=CC=CC=2)CNC2N=C(N3CC[C@@H](N[C:70]([NH:72][CH2:73][C:74]4[CH:79]=[CH:78][CH:77]=[CH:76][N:75]=4)=[O:71])C3)N=C3C=2N=CN3[C@@H]2C[C@H](N3N=NC(CC)=N3)[C@@H](O)[C@H]2O)C=CC=CC=1. (4) Given the product [CH3:26][O:25][C:16]1[CH:17]=[C:18]2[C:23](=[C:14]([N:11]3[CH2:10][CH2:9][NH:8][CH2:13][CH2:12]3)[CH:15]=1)[N:22]=[C:21]([CH3:24])[CH:20]=[CH:19]2, predict the reactants needed to synthesize it. The reactants are: C([N:8]1[CH2:13][CH2:12][N:11]([C:14]2[CH:15]=[C:16]([O:25][CH3:26])[CH:17]=[C:18]3[C:23]=2[N:22]=[C:21]([CH3:24])[CH:20]=[CH:19]3)[CH2:10][CH2:9]1)C1C=CC=CC=1.C([O-])=O.[NH4+].CCOC(C)=O.CCCCCC. (5) Given the product [C:17]([C:2]1[CH:11]=[CH:10][CH:9]=[C:8]2[C:3]=1[CH2:4][CH2:5][O:6][CH:7]2[C:12]1[NH:13][CH2:14][CH2:15][N:16]=1)#[CH:18], predict the reactants needed to synthesize it. The reactants are: Br[C:2]1[CH:11]=[CH:10][CH:9]=[C:8]2[C:3]=1[CH2:4][CH2:5][O:6][CH:7]2[C:12]1[NH:13][CH2:14][CH2:15][N:16]=1.[C:17]([Si](C)(C)C)#[CH:18].